The task is: Predict which catalyst facilitates the given reaction.. This data is from Catalyst prediction with 721,799 reactions and 888 catalyst types from USPTO. (1) Reactant: [C:1]([C:5]1[CH:10]=[C:9]([F:11])[C:8]([C:12]2[O:13]CC(C)(C)N=2)=[C:7]([CH:19]2[O:24][CH2:23]CC[O:20]2)[CH:6]=1)([CH3:4])([CH3:3])[CH3:2].CO.S(=O)(=O)(O)O. Product: [C:1]([C:5]1[CH:6]=[C:7]2[C:8](=[C:9]([F:11])[CH:10]=1)[C:12](=[O:13])[O:20][CH:19]2[O:24][CH3:23])([CH3:4])([CH3:3])[CH3:2]. The catalyst class is: 6. (2) Reactant: [CH3:1][NH:2][C:3]([C:5]1[C:14]2[C:9](=[CH:10][C:11]([O:15][C:16]3[C:25]4[C:20](=[CH:21][C:22]([O:26]C)=[CH:23][CH:24]=4)[N:19]=[CH:18][CH:17]=3)=[CH:12][CH:13]=2)[CH:8]=[CH:7][CH:6]=1)=[O:4].B(Br)(Br)Br. Product: [CH3:1][NH:2][C:3]([C:5]1[C:14]2[C:9](=[CH:10][C:11]([O:15][C:16]3[C:25]4[C:20](=[CH:21][C:22]([OH:26])=[CH:23][CH:24]=4)[N:19]=[CH:18][CH:17]=3)=[CH:12][CH:13]=2)[CH:8]=[CH:7][CH:6]=1)=[O:4]. The catalyst class is: 2. (3) Reactant: [CH3:1][C:2]1[N:3]([C:8]2[CH:9]=[C:10]([CH:14]=[CH:15][C:16]=2[C:17]([O:19]C)=[O:18])[C:11](O)=[O:12])[C:4]([CH3:7])=[CH:5][CH:6]=1.C(N(CC)CC)C.ClC(OCC)=O.[NH2:34][NH2:35]. Product: [CH3:1][C:2]1[N:3]([C:8]2[CH:9]=[C:10]([C:11]([NH:34][NH2:35])=[O:12])[CH:14]=[CH:15][C:16]=2[C:17]([OH:19])=[O:18])[C:4]([CH3:7])=[CH:5][CH:6]=1. The catalyst class is: 4. (4) Reactant: O=[C:2]1[CH2:7][CH2:6][N:5]([C:8]2[C:9]([C:22]3[CH:27]=[CH:26][CH:25]=[CH:24][CH:23]=3)=[N:10][C:11]3[C:16]([N:17]=2)=[CH:15][C:14]([C:18]([O:20][CH3:21])=[O:19])=[CH:13][CH:12]=3)[CH2:4][CH2:3]1.[NH2:28][C:29]1[CH:34]=[CH:33][CH:32]=[CH:31][CH:30]=1.C(O)(=O)C. Product: [C:22]1([C:9]2[C:8]([N:5]3[CH2:6][CH2:7][CH:2]([NH:28][C:29]4[CH:34]=[CH:33][CH:32]=[CH:31][CH:30]=4)[CH2:3][CH2:4]3)=[N:17][C:16]3[C:11](=[CH:12][CH:13]=[C:14]([C:18]([O:20][CH3:21])=[O:19])[CH:15]=3)[N:10]=2)[CH:27]=[CH:26][CH:25]=[CH:24][CH:23]=1. The catalyst class is: 32.